This data is from Full USPTO retrosynthesis dataset with 1.9M reactions from patents (1976-2016). The task is: Predict the reactants needed to synthesize the given product. (1) Given the product [P:1]([OH:2])([OH:70])([O:33][C:30]1[CH:31]=[CH:32][C:27]([CH2:26][C@@H:25]2[N:20]3[C@@H:21]([N:16]([C:14](=[O:15])[NH:13][CH2:6][C:7]4[CH:12]=[CH:11][CH:10]=[CH:9][CH:8]=4)[N:17]([CH2:56][CH:57]=[CH2:58])[CH2:18][C:19]3=[O:55])[CH2:22][N:23]([CH2:36][C:37]3[CH:42]=[CH:41][CH:40]=[C:39]([N:43]4[CH2:46][CH:45]([N:47]5[CH2:52][CH2:51][N:50]([CH2:53][CH3:54])[CH2:49][CH2:48]5)[CH2:44]4)[N:38]=3)[C:24]2=[O:35])=[C:28]([F:34])[CH:29]=1)=[O:66], predict the reactants needed to synthesize it. The reactants are: [P:1](Cl)(Cl)(Cl)=[O:2].[CH2:6]([NH:13][C:14]([N:16]1[C@H:21]2[CH2:22][N:23]([CH2:36][C:37]3[CH:42]=[CH:41][CH:40]=[C:39]([N:43]4[CH2:46][CH:45]([N:47]5[CH2:52][CH2:51][N:50]([CH2:53][CH3:54])[CH2:49][CH2:48]5)[CH2:44]4)[N:38]=3)[C:24](=[O:35])[C@H:25]([CH2:26][C:27]3[CH:32]=[CH:31][C:30]([OH:33])=[CH:29][C:28]=3[F:34])[N:20]2[C:19](=[O:55])[CH2:18][N:17]1[CH2:56][CH:57]=[CH2:58])=[O:15])[C:7]1[CH:12]=[CH:11][CH:10]=[CH:9][CH:8]=1.C(N(CC)CC)C.[OH-:66].[Na+].C(OCC)(=[O:70])C. (2) Given the product [Ca:21].[CH3:1][CH2:2][CH2:3][CH2:4][CH2:5][N:6]([CH2:8][CH2:9][C:10]([P:16]([OH:19])([OH:18])=[O:17])([P:12]([OH:15])([OH:14])=[O:13])[OH:11])[CH3:7], predict the reactants needed to synthesize it. The reactants are: [CH3:1][CH2:2][CH2:3][CH2:4][CH2:5][N:6]([CH2:8][CH2:9][C:10]([P:16]([OH:19])([OH:18])=[O:17])([P:12]([OH:15])([OH:14])=[O:13])[OH:11])[CH3:7].[OH-].[Ca+2:21].[OH-]. (3) Given the product [C:30]([N:33]1[C:21]2[C:16](=[CH:15][CH:14]=[C:13]([NH:12][S:9]([C:3]3[CH:4]=[CH:5][C:6]([F:8])=[CH:7][C:2]=3[Br:1])(=[O:10])=[O:11])[C:22]=2[C:23]([O:25][CH3:26])=[O:24])[C@H:17]2[CH2:29][CH2:28][O:27][C@H:18]2[CH2:34]1)(=[O:32])[CH3:31], predict the reactants needed to synthesize it. The reactants are: [Br:1][C:2]1[CH:7]=[C:6]([F:8])[CH:5]=[CH:4][C:3]=1[S:9]([NH:12][C:13]1[C:22]([C:23]([O:25][CH3:26])=[O:24])=[C:21]2[C:16]([C@H:17]3[CH2:29][CH2:28][O:27][C@H:18]3CO2)=[CH:15][CH:14]=1)(=[O:11])=[O:10].[C:30]([N:33]1C2C(=CC=C(N)C=2C(OC)=O)[C@H]2CCO[C@H]2[CH2:34]1)(=[O:32])[CH3:31].BrC1C=C(F)C=CC=1S(Cl)(=O)=O. (4) Given the product [F:18][C:19]1[CH:26]=[CH:25][CH:24]=[CH:23][C:20]=1[CH2:21][N:4]1[C:5]2=[N:6][C:7]([CH3:11])=[N:8][CH:9]=[C:10]2[C:2]([I:1])=[N:3]1, predict the reactants needed to synthesize it. The reactants are: [I:1][C:2]1[C:10]2[C:5](=[N:6][C:7]([CH3:11])=[N:8][CH:9]=2)[NH:4][N:3]=1.C(=O)([O-])[O-].[Cs+].[Cs+].[F:18][C:19]1[CH:26]=[CH:25][CH:24]=[CH:23][C:20]=1[CH2:21]Br. (5) The reactants are: C[N:2](C)[CH:3]=[C:4]([C:7]1[O:8][C:9]([CH2:12][CH3:13])=[CH:10][N:11]=1)[C:5]#[N:6].[NH2:15]N.O. Given the product [CH2:12]([C:9]1[O:8][C:7]([C:4]2[CH:3]=[N:2][NH:6][C:5]=2[NH2:15])=[N:11][CH:10]=1)[CH3:13], predict the reactants needed to synthesize it. (6) Given the product [Cl:1][C:2]1[CH:7]=[CH:6][C:5]([O:8][CH:9]([C:13]2[CH:14]=[CH:15][C:16]([Cl:19])=[CH:17][CH:18]=2)[CH2:10][OH:11])=[CH:4][CH:3]=1, predict the reactants needed to synthesize it. The reactants are: [Cl:1][C:2]1[CH:7]=[CH:6][C:5]([O:8][CH:9]([C:13]2[CH:18]=[CH:17][C:16]([Cl:19])=[CH:15][CH:14]=2)[C:10](O)=[O:11])=[CH:4][CH:3]=1.B. (7) Given the product [NH2:15][C:14]1[C:5]([NH:4][CH:1]2[CH2:3][CH2:2]2)=[C:6]([CH:11]=[CH:12][CH:13]=1)[C:7]([NH:9][CH3:10])=[O:8], predict the reactants needed to synthesize it. The reactants are: [CH:1]1([NH:4][C:5]2[C:14]([N+:15]([O-])=O)=[CH:13][CH:12]=[CH:11][C:6]=2[C:7]([NH:9][CH3:10])=[O:8])[CH2:3][CH2:2]1. (8) Given the product [Br:8][C:13]1[CH:12]=[C:11]([C:9]#[N:10])[CH:16]=[CH:15][C:14]=1[NH:17][C@H:18]1[CH2:22][CH2:21][C@@H:20]([C:23]([O:25][CH2:26][CH3:27])=[O:24])[CH2:19]1, predict the reactants needed to synthesize it. The reactants are: B(O[O-])=O.O.[Na+].[K+].[Br-:8].[C:9]([C:11]1[CH:16]=[CH:15][C:14]([NH:17][C@H:18]2[CH2:22][CH2:21][C@@H:20]([C:23]([O:25][CH2:26][CH3:27])=[O:24])[CH2:19]2)=[CH:13][CH:12]=1)#[N:10]. (9) Given the product [C:9]1([C:12]2[CH:17]=[CH:16][CH:15]=[CH:14][CH:13]=2)[CH:10]=[CH:11][C:6]([CH2:5][C@H:4]([NH:18][C:31]([C:26]2[N:27]=[CH:28][C:29]3[C:24]([CH:25]=2)=[CH:23][CH:22]=[C:21]([Br:20])[CH:30]=3)=[O:32])[C:3]([OH:2])=[O:19])=[CH:7][CH:8]=1, predict the reactants needed to synthesize it. The reactants are: C[O:2][C:3](=[O:19])[C@@H:4]([NH2:18])[CH2:5][C:6]1[CH:11]=[CH:10][C:9]([C:12]2[CH:17]=[CH:16][CH:15]=[CH:14][CH:13]=2)=[CH:8][CH:7]=1.[Br:20][C:21]1[CH:30]=[C:29]2[C:24]([CH:25]=[C:26]([C:31](O)=[O:32])[N:27]=[CH:28]2)=[CH:23][CH:22]=1.